Regression. Given a peptide amino acid sequence and an MHC pseudo amino acid sequence, predict their binding affinity value. This is MHC class I binding data. From a dataset of Peptide-MHC class I binding affinity with 185,985 pairs from IEDB/IMGT. The peptide sequence is YPQLSAIAL. The MHC is HLA-A02:11 with pseudo-sequence HLA-A02:11. The binding affinity (normalized) is 0.501.